Dataset: Reaction yield outcomes from USPTO patents with 853,638 reactions. Task: Predict the reaction yield, written as a fraction of the theoretical maximum amount of product (1.0 means a 100% yield; for example, 0.34 means a 34% yield). (1) The reactants are [N:1]1[CH:6]=[CH:5][CH:4]=[CH:3][C:2]=1[CH:7]=[CH:8][C:9]1[C:17]2[C:12](=[CH:13][C:14]([NH:18][C:19]3[CH:27]=[CH:26][CH:25]=[CH:24][C:20]=3[C:21]([OH:23])=O)=[CH:15][CH:16]=2)[NH:11][N:10]=1.[CH:28]1([NH2:32])[CH2:31][CH2:30][CH2:29]1.C(N(CC)CC)C.CN(C(ON1N=NC2C=CC=NC1=2)=[N+](C)C)C.F[P-](F)(F)(F)(F)F. The catalyst is CN(C=O)C. The product is [CH:28]1([NH:32][C:21](=[O:23])[C:20]2[CH:24]=[CH:25][CH:26]=[CH:27][C:19]=2[NH:18][C:14]2[CH:13]=[C:12]3[C:17]([C:9](/[CH:8]=[CH:7]/[C:2]4[CH:3]=[CH:4][CH:5]=[CH:6][N:1]=4)=[N:10][NH:11]3)=[CH:16][CH:15]=2)[CH2:31][CH2:30][CH2:29]1. The yield is 0.920. (2) The reactants are [NH2:1][C@@H:2]([CH:44]([CH3:46])[CH3:45])[C:3]([N:5]1[CH2:9][CH2:8][CH2:7][C@H:6]1[C:10]1[NH:11][C:12]([C:15]2[CH:20]=[CH:19][C:18]([C:21]3[CH:26]=[CH:25][C:24]([C:27]4[NH:31][C:30]([C@@H:32]5[CH2:36][CH2:35][CH2:34][N:33]5[C:37]([O:39][C:40]([CH3:43])([CH3:42])[CH3:41])=[O:38])=[N:29][CH:28]=4)=[CH:23][CH:22]=3)=[CH:17][CH:16]=2)=[CH:13][N:14]=1)=[O:4].Br[C:48]1[N:53]=[CH:52][CH:51]=[CH:50][N:49]=1.CCN(C(C)C)C(C)C. The catalyst is C1(C)C=CC=CC=1.CS(C)=O. The product is [CH3:45][CH:44]([CH3:46])[C@H:2]([NH:1][C:48]1[N:53]=[CH:52][CH:51]=[CH:50][N:49]=1)[C:3]([N:5]1[CH2:9][CH2:8][CH2:7][C@H:6]1[C:10]1[NH:11][C:12]([C:15]2[CH:20]=[CH:19][C:18]([C:21]3[CH:22]=[CH:23][C:24]([C:27]4[NH:31][C:30]([C@@H:32]5[CH2:36][CH2:35][CH2:34][N:33]5[C:37]([O:39][C:40]([CH3:41])([CH3:43])[CH3:42])=[O:38])=[N:29][CH:28]=4)=[CH:25][CH:26]=3)=[CH:17][CH:16]=2)=[CH:13][N:14]=1)=[O:4]. The yield is 0.740. (3) The reactants are C(N([CH2:6][CH3:7])CC)C.[C:8](Cl)(=[O:15])[C:9]1[CH:14]=[CH:13][CH:12]=[CH:11][CH:10]=1.O.[CH2:18]1[CH2:22]O[CH2:20][CH2:19]1. The catalyst is Cl[Pd](Cl)([P](C1C=CC=CC=1)(C1C=CC=CC=1)C1C=CC=CC=1)[P](C1C=CC=CC=1)(C1C=CC=CC=1)C1C=CC=CC=1.[Cu]I. The product is [C:9]1([C:8](=[O:15])[C:20]#[C:19][CH2:18][CH2:22][CH2:14]/[CH:13]=[CH:12]/[C:7]2[CH:6]=[CH:11][CH:10]=[CH:9][CH:8]=2)[CH:14]=[CH:13][CH:12]=[CH:11][CH:10]=1. The yield is 0.710. (4) The reactants are [CH3:1][C:2]1[C:3]([CH:8]2[CH2:13][CH2:12][CH2:11][CH:10]([C:14]3[C:19]([CH3:20])=[CH:18][CH:17]=[CH:16][N:15]=3)[NH:9]2)=[N:4][CH:5]=[CH:6][CH:7]=1.Br[CH2:22][C:23]1[CH:28]=[CH:27][CH:26]=[CH:25][C:24]=1[C:29]1([CH3:34])[O:33][CH2:32][CH2:31][O:30]1.CCN(C(C)C)C(C)C. The catalyst is CN(C=O)C. The product is [CH3:1][C:2]1[C:3]([CH:8]2[CH2:13][CH2:12][CH2:11][CH:10]([C:14]3[C:19]([CH3:20])=[CH:18][CH:17]=[CH:16][N:15]=3)[N:9]2[CH2:22][C:23]2[CH:28]=[CH:27][CH:26]=[CH:25][C:24]=2[C:29]2([CH3:34])[O:30][CH2:31][CH2:32][O:33]2)=[N:4][CH:5]=[CH:6][CH:7]=1. The yield is 0.900. (5) The reactants are [CH2:1]([O:3][C:4]([C:6]1[C:7](=[O:27])[C:8]2[CH:13]=[N:12][C:11](SC)=[N:10][C:9]=2[N:16]([C:18]2[CH:19]=[C:20]3[C:24](=[CH:25][CH:26]=2)[CH2:23][CH2:22][CH2:21]3)[CH:17]=1)=[O:5])[CH3:2].Cl[C:29]1C=C(C=CC=1)C(OO)=O.[S:39]([O-:43])([O-])(=[O:41])=S.[Na+].[Na+].C(=O)(O)[O-].[Na+]. The catalyst is C(Cl)Cl. The product is [CH2:1]([O:3][C:4]([C:6]1[C:7](=[O:27])[C:8]2[CH:13]=[N:12][C:11]([S:39]([CH3:29])(=[O:43])=[O:41])=[N:10][C:9]=2[N:16]([C:18]2[CH:19]=[C:20]3[C:24](=[CH:25][CH:26]=2)[CH2:23][CH2:22][CH2:21]3)[CH:17]=1)=[O:5])[CH3:2]. The yield is 0.670.